From a dataset of Full USPTO retrosynthesis dataset with 1.9M reactions from patents (1976-2016). Predict the reactants needed to synthesize the given product. (1) Given the product [F:23][C:22]([F:24])([F:25])[C@@H:19]1[CH2:18][CH2:17][C@H:16]([O:15][C:4]2[C:3]([C:2]([F:26])([F:1])[F:27])=[C:12]3[C:7]([CH:8]=[CH:9][C:10]([CH2:13][OH:14])=[CH:11]3)=[CH:6][CH:5]=2)[CH2:21][CH2:20]1, predict the reactants needed to synthesize it. The reactants are: [F:1][C:2]([F:27])([F:26])[C:3]1[C:4]([O:15][CH:16]2[CH2:21][CH2:20][CH:19]([C:22]([F:25])([F:24])[F:23])[CH2:18][CH2:17]2)=[CH:5][CH:6]=[C:7]2[C:12]=1[CH:11]=[C:10]([CH:13]=[O:14])[CH:9]=[CH:8]2.O1CCCC1.[AlH4-].[Li+]. (2) Given the product [C:21]([O:20][C:18](=[O:19])[NH:25][CH2:26][CH2:27][NH:28][S:7]([C:5]1[S:6][C:2]([Br:1])=[CH:3][CH:4]=1)(=[O:9])=[O:8])([CH3:24])([CH3:22])[CH3:23], predict the reactants needed to synthesize it. The reactants are: [Br:1][C:2]1[S:6][C:5]([S:7](Cl)(=[O:9])=[O:8])=[CH:4][CH:3]=1.C(N(CC)CC)C.[C:18]([NH:25][CH2:26][CH2:27][NH2:28])([O:20][C:21]([CH3:24])([CH3:23])[CH3:22])=[O:19].